From a dataset of Full USPTO retrosynthesis dataset with 1.9M reactions from patents (1976-2016). Predict the reactants needed to synthesize the given product. (1) Given the product [NH2:33][C:15]1=[N:16][C:17](=[O:19])[S:18]/[C:14]/1=[CH:13]\[C:10]1[CH:11]=[CH:12][C:7]([O:6][CH2:5][C:4]2[CH:23]=[CH:24][C:25]([C:27]([F:28])([F:30])[F:29])=[CH:26][C:3]=2[C:2]([F:1])([F:32])[F:31])=[C:8]([O:21][CH3:22])[CH:9]=1, predict the reactants needed to synthesize it. The reactants are: [F:1][C:2]([F:32])([F:31])[C:3]1[CH:26]=[C:25]([C:27]([F:30])([F:29])[F:28])[CH:24]=[CH:23][C:4]=1[CH2:5][O:6][C:7]1[CH:12]=[CH:11][C:10](/[CH:13]=[C:14]2/[C:15](=S)[NH:16][C:17](=[O:19])[S:18]/2)=[CH:9][C:8]=1[O:21][CH3:22].[NH3:33].CO. (2) Given the product [CH:43]1([NH:44][C:27]([C:3]2[S:4][C:5](/[CH:7]=[CH:8]/[C:9](=[O:26])[NH:10][CH:11]([C:16]3[CH:21]=[CH:20][CH:19]=[C:18]([C:22]([F:24])([F:23])[F:25])[CH:17]=3)[C:12]([F:13])([F:14])[F:15])=[CH:6][C:2]=2[CH3:1])=[O:29])[CH2:41][CH2:42]1, predict the reactants needed to synthesize it. The reactants are: [CH3:1][C:2]1[CH:6]=[C:5](/[CH:7]=[CH:8]/[C:9](=[O:26])[NH:10][CH:11]([C:16]2[CH:21]=[CH:20][CH:19]=[C:18]([C:22]([F:25])([F:24])[F:23])[CH:17]=2)[C:12]([F:15])([F:14])[F:13])[S:4][C:3]=1[C:27]([OH:29])=O.CN(C(ON1N=NC2[CH:41]=[CH:42][CH:43]=[N:44]C1=2)=[N+](C)C)C.F[P-](F)(F)(F)(F)F.C1(N)CC1.C(N(CC)CC)C. (3) Given the product [F:25][C:19]1[CH:20]=[C:21]([I:24])[CH:22]=[CH:23][C:18]=1[NH:17][C:12]1[CH:13]=[N:14][CH:15]=[CH:16][C:11]=1[C:9]1[O:8][N:7]=[CH:6][N:10]=1, predict the reactants needed to synthesize it. The reactants are: C(OC([C:6]1[N:10]=[C:9]([C:11]2[CH:16]=[CH:15][N:14]=[CH:13][C:12]=2[NH:17][C:18]2[CH:23]=[CH:22][C:21]([I:24])=[CH:20][C:19]=2[F:25])[O:8][N:7]=1)=O)C.[Li+].[OH-].Cl. (4) Given the product [CH3:20][NH:21][C:5]1[N:10]=[C:9]([O:11][C:12]2[CH:13]=[C:14]([NH2:19])[C:15]([NH2:18])=[CH:16][CH:17]=2)[CH:8]=[CH:7][N:6]=1, predict the reactants needed to synthesize it. The reactants are: CS([C:5]1[N:10]=[C:9]([O:11][C:12]2[CH:13]=[C:14]([NH2:19])[C:15]([NH2:18])=[CH:16][CH:17]=2)[CH:8]=[CH:7][N:6]=1)(=O)=O.[CH3:20][NH2:21]. (5) The reactants are: [C:1]([O:5][C:6](=[O:21])[NH:7][C:8]1[CH:13]=[C:12]([O:14][CH3:15])[C:11]([CH2:16]Br)=[C:10]([O:18][CH3:19])[C:9]=1[Br:20])([CH3:4])([CH3:3])[CH3:2].[NH:22]1[CH2:27][CH2:26][O:25][CH2:24][CH2:23]1. Given the product [C:1]([O:5][C:6](=[O:21])[NH:7][C:8]1[CH:13]=[C:12]([O:14][CH3:15])[C:11]([CH2:16][N:22]2[CH2:27][CH2:26][O:25][CH2:24][CH2:23]2)=[C:10]([O:18][CH3:19])[C:9]=1[Br:20])([CH3:4])([CH3:3])[CH3:2], predict the reactants needed to synthesize it.